Dataset: Catalyst prediction with 721,799 reactions and 888 catalyst types from USPTO. Task: Predict which catalyst facilitates the given reaction. Reactant: Cl.[N:2]1([C@H:8]2[CH2:16][C:15]3[C:10](=[CH:11][CH:12]=[CH:13][CH:14]=3)[C@@H:9]2[O:17][C:18]2[CH:19]=[C:20]([NH:24]C(=O)C)[CH:21]=[CH:22][CH:23]=2)[CH2:7][CH2:6][CH2:5][CH2:4][CH2:3]1. Product: [N:2]1([C@H:8]2[CH2:16][C:15]3[C:10](=[CH:11][CH:12]=[CH:13][CH:14]=3)[C@@H:9]2[O:17][C:18]2[CH:19]=[C:20]([CH:21]=[CH:22][CH:23]=2)[NH2:24])[CH2:7][CH2:6][CH2:5][CH2:4][CH2:3]1. The catalyst class is: 14.